This data is from Forward reaction prediction with 1.9M reactions from USPTO patents (1976-2016). The task is: Predict the product of the given reaction. (1) Given the reactants [C:1]([O:5][C:6]([NH:8][C@H:9]([C:22]([O:24][C:25]([CH3:28])([CH3:27])[CH3:26])=[O:23])[CH2:10][C@H:11]([CH2:19][C:20]#[CH:21])[C:12]([O:14][C:15]([CH3:18])([CH3:17])[CH3:16])=[O:13])=[O:7])([CH3:4])([CH3:3])[CH3:2].[N:29]([CH2:32][CH2:33][OH:34])=[N+:30]=[N-:31].C(N(CC)C(C)C)(C)C, predict the reaction product. The product is: [C:1]([O:5][C:6]([NH:8][C@H:9]([C:22]([O:24][C:25]([CH3:28])([CH3:27])[CH3:26])=[O:23])[CH2:10][C@H:11]([CH2:19][C:20]1[N:31]=[N:30][N:29]([CH2:32][CH2:33][OH:34])[CH:21]=1)[C:12]([O:14][C:15]([CH3:16])([CH3:17])[CH3:18])=[O:13])=[O:7])([CH3:4])([CH3:2])[CH3:3]. (2) Given the reactants [O:1]1[CH:5]=[CH:4][CH:3]=[C:2]1[C:6]1[N:10]([C:11]2[CH:12]=[C:13]([CH:23]=[CH:24][CH:25]=2)[CH2:14][NH:15][C:16](=[O:22])[O:17][C:18]([CH3:21])([CH3:20])[CH3:19])[N:9]=[C:8]([C:26]([F:29])([F:28])[F:27])[CH:7]=1.[H-].[Na+].O.[CH2:33]1COCC1, predict the reaction product. The product is: [O:1]1[CH:5]=[CH:4][CH:3]=[C:2]1[C:6]1[N:10]([C:11]2[CH:12]=[C:13]([CH:23]=[CH:24][CH:25]=2)[CH2:14][N:15]([CH3:33])[C:16](=[O:22])[O:17][C:18]([CH3:21])([CH3:19])[CH3:20])[N:9]=[C:8]([C:26]([F:29])([F:27])[F:28])[CH:7]=1. (3) The product is: [F:8][C:4]1[CH:5]=[CH:6][CH:7]=[C:2]([C:24]([C@@H:26]2[O:31][CH2:30][CH2:29][N:28]([C:32]([O:34][C:35]([CH3:38])([CH3:37])[CH3:36])=[O:33])[CH2:27]2)=[O:25])[C:3]=1[C:9]1[CH:14]=[CH:13][CH:12]=[C:11]([CH3:15])[CH:10]=1. Given the reactants Br[C:2]1[CH:7]=[CH:6][CH:5]=[C:4]([F:8])[C:3]=1[C:9]1[CH:14]=[CH:13][CH:12]=[C:11]([CH3:15])[CH:10]=1.[Li]CCCC.CON(C)[C:24]([C@@H:26]1[O:31][CH2:30][CH2:29][N:28]([C:32]([O:34][C:35]([CH3:38])([CH3:37])[CH3:36])=[O:33])[CH2:27]1)=[O:25], predict the reaction product. (4) The product is: [CH3:27][O:28][C:29](=[O:40])[CH2:30][C:31]1[CH:36]=[CH:35][CH:34]=[C:33]([O:24][C:21]2[CH:20]=[CH:19][C:18]([C:17]3[O:16][N:15]=[C:14]([CH3:25])[C:13]=3[NH:12][C:11]([O:10][C@@H:8]([C:3]3[CH:4]=[CH:5][CH:6]=[CH:7][C:2]=3[Cl:1])[CH3:9])=[O:26])=[CH:23][CH:22]=2)[CH:32]=1. Given the reactants [Cl:1][C:2]1[CH:7]=[CH:6][CH:5]=[CH:4][C:3]=1[C@H:8]([O:10][C:11](=[O:26])[NH:12][C:13]1[C:14]([CH3:25])=[N:15][O:16][C:17]=1[C:18]1[CH:23]=[CH:22][C:21]([OH:24])=[CH:20][CH:19]=1)[CH3:9].[CH3:27][O:28][C:29](=[O:40])[CH2:30][C:31]1[CH:32]=[C:33](B(O)O)[CH:34]=[CH:35][CH:36]=1, predict the reaction product. (5) Given the reactants [CH2:1]([O:3][C:4]([C:6]1[NH:14][C:13]2[C:12]([Cl:15])=[CH:11][N:10]=[CH:9][C:8]=2[C:7]=1[NH2:16])=[O:5])[CH3:2].[F:17][C:18]1[CH:23]=[C:22]([Si:24]([CH3:27])([CH3:26])[CH3:25])[CH:21]=[CH:20][C:19]=1OS(C(F)(F)F)(=O)=O.C(=O)([O-])[O-].[Cs+].[Cs+].CC1(C)C2C(=C(P(C3C=CC=CC=3)C3C=CC=CC=3)C=CC=2)OC2C(P(C3C=CC=CC=3)C3C=CC=CC=3)=CC=CC1=2, predict the reaction product. The product is: [CH2:1]([O:3][C:4]([C:6]1[NH:14][C:13]2[C:12]([Cl:15])=[CH:11][N:10]=[CH:9][C:8]=2[C:7]=1[NH:16][C:19]1[CH:20]=[CH:21][C:22]([Si:24]([CH3:26])([CH3:25])[CH3:27])=[CH:23][C:18]=1[F:17])=[O:5])[CH3:2].